Dataset: NCI-60 drug combinations with 297,098 pairs across 59 cell lines. Task: Regression. Given two drug SMILES strings and cell line genomic features, predict the synergy score measuring deviation from expected non-interaction effect. (1) Drug 1: C1CN1P(=S)(N2CC2)N3CC3. Drug 2: C1CC(=O)NC(=O)C1N2C(=O)C3=CC=CC=C3C2=O. Cell line: COLO 205. Synergy scores: CSS=24.6, Synergy_ZIP=-3.81, Synergy_Bliss=0.911, Synergy_Loewe=-8.58, Synergy_HSA=0.816. (2) Drug 1: C1C(C(OC1N2C=NC3=C(N=C(N=C32)Cl)N)CO)O. Drug 2: CC1C(C(CC(O1)OC2CC(CC3=C2C(=C4C(=C3O)C(=O)C5=C(C4=O)C(=CC=C5)OC)O)(C(=O)CO)O)N)O.Cl. Cell line: SK-MEL-2. Synergy scores: CSS=32.9, Synergy_ZIP=-5.97, Synergy_Bliss=-6.22, Synergy_Loewe=-7.01, Synergy_HSA=-4.29.